Dataset: Reaction yield outcomes from USPTO patents with 853,638 reactions. Task: Predict the reaction yield, written as a fraction of the theoretical maximum amount of product (1.0 means a 100% yield; for example, 0.34 means a 34% yield). (1) The reactants are [CH3:1][O:2][C:3]1[CH:4]=[C:5]([NH:9][CH:10]([C:26]2[CH:31]=[CH:30][CH:29]=[CH:28][CH:27]=2)[C:11]([C:13]2[C:21]3[C:16](=[CH:17][C:18]([C:22]([O:24]C)=[O:23])=[CH:19][CH:20]=3)[NH:15][CH:14]=2)=[O:12])[CH:6]=[CH:7][CH:8]=1.[OH-].[Na+]. The catalyst is C1COCC1.CO. The product is [CH3:1][O:2][C:3]1[CH:4]=[C:5]([NH:9][CH:10]([C:26]2[CH:31]=[CH:30][CH:29]=[CH:28][CH:27]=2)[C:11]([C:13]2[C:21]3[C:16](=[CH:17][C:18]([C:22]([OH:24])=[O:23])=[CH:19][CH:20]=3)[NH:15][CH:14]=2)=[O:12])[CH:6]=[CH:7][CH:8]=1. The yield is 0.210. (2) The reactants are [NH2:1][S:2]([C:5]1[CH:6]=[C:7]2[C:11](=[CH:12][CH:13]=1)[NH:10][C:9](=[O:14])[CH2:8]2)(=[O:4])=[O:3].[CH3:15][C:16]1[C:24]2[C:19](=[CH:20][CH:21]=[CH:22][CH:23]=2)[NH:18][C:17]=1[CH:25]=O.N1CCCCC1. The catalyst is C(O)C. The product is [CH3:15][C:16]1[C:24]2[C:19](=[CH:20][CH:21]=[CH:22][CH:23]=2)[NH:18][C:17]=1[CH:25]=[C:8]1[C:7]2[C:11](=[CH:12][CH:13]=[C:5]([S:2]([NH2:1])(=[O:4])=[O:3])[CH:6]=2)[NH:10][C:9]1=[O:14]. The yield is 0.710. (3) The reactants are F[C:2]1[CH:7]=[C:6]([F:8])[CH:5]=[CH:4][C:3]=1[C:9]1C=C(CO)C(=O)N(CC(C)C)N=1.[F:22][C:23]1[CH:24]=[C:25]([C:31]2[CH:32]=[C:33]([C:38]([O:40][CH3:41])=[O:39])[C:34](=[O:37])[NH:35][N:36]=2)[CH:26]=[CH:27][C:28]=1[O:29][CH3:30].FC1C=CC(CCl)=CC=1. No catalyst specified. The product is [F:8][C:6]1[CH:7]=[CH:2][C:3]([CH2:9][N:35]2[C:34](=[O:37])[C:33]([C:38]([O:40][CH3:41])=[O:39])=[CH:32][C:31]([C:25]3[CH:26]=[CH:27][C:28]([O:29][CH3:30])=[C:23]([F:22])[CH:24]=3)=[N:36]2)=[CH:4][CH:5]=1. The yield is 0.866. (4) The reactants are CS(Cl)(=O)=O.[Cl:6][C:7]1[C:8]([C:13]2[CH:21]=[C:20]([C:22]([F:25])([F:24])[F:23])[CH:19]=[CH:18][C:14]=2[C:15]([OH:17])=O)=[N:9][CH:10]=[CH:11][CH:12]=1.C(N(CC)CC)C.[NH2:33][C:34]1[C:42]([CH3:43])=[CH:41][C:40]([N:44]2[CH:48]=[N:47][CH:46]=[N:45]2)=[CH:39][C:35]=1[C:36](O)=[O:37].C([O-])([O-])=O.[K+].[K+]. The catalyst is C(#N)C. The product is [Cl:6][C:7]1[C:8]([C:13]2[CH:21]=[C:20]([C:22]([F:25])([F:24])[F:23])[CH:19]=[CH:18][C:14]=2[C:15]2[O:17][C:36](=[O:37])[C:35]3[CH:39]=[C:40]([N:44]4[CH:48]=[N:47][CH:46]=[N:45]4)[CH:41]=[C:42]([CH3:43])[C:34]=3[N:33]=2)=[N:9][CH:10]=[CH:11][CH:12]=1. The yield is 0.290. (5) The reactants are [O:1]1[C:6]2[CH:7]=[CH:8][C:9]([C:11]([OH:13])=O)=[CH:10][C:5]=2[O:4][CH2:3][CH2:2]1.[CH3:14][O:15][C:16]1[CH:25]=[C:24]2[C:19]([N:20]=[CH:21][C:22]([S:26][CH2:27][CH2:28][N:29]3[CH2:34][CH2:33][CH:32]([NH2:35])[CH2:31][CH2:30]3)=[N:23]2)=[CH:18][CH:17]=1. No catalyst specified. The product is [CH3:14][O:15][C:16]1[CH:25]=[C:24]2[C:19]([N:20]=[CH:21][C:22]([S:26][CH2:27][CH2:28][N:29]3[CH2:30][CH2:31][CH:32]([NH:35][C:11]([C:9]4[CH:8]=[CH:7][C:6]5[O:1][CH2:2][CH2:3][O:4][C:5]=5[CH:10]=4)=[O:13])[CH2:33][CH2:34]3)=[N:23]2)=[CH:18][CH:17]=1. The yield is 0.560. (6) The reactants are [NH:1]1[CH:7]([CH2:8][C:9]([OH:11])=[O:10])[C:5](=[O:6])[NH:4][C:2]1=[O:3].OS(O)(=O)=O.[CH3:17]O. The catalyst is O. The product is [CH3:17][O:10][C:9](=[O:11])[CH2:8][CH:7]1[C:5](=[O:6])[NH:4][C:2](=[O:3])[NH:1]1. The yield is 0.880. (7) The reactants are C[O:2][C:3]1[CH:8]=[CH:7][C:6]([C:9]([C:11]2[S:15][C:14]([NH2:16])=[N:13][C:12]=2[C:17]2[O:18][CH:19]=[CH:20][CH:21]=2)=[O:10])=[CH:5][N:4]=1.Br.C(=O)([O-])[O-].[Na+].[Na+]. The catalyst is C(O)(=O)C. The product is [O:2]=[C:3]1[CH:8]=[CH:7][C:6]([C:9]([C:11]2[S:15][C:14]([NH2:16])=[N:13][C:12]=2[C:17]2[O:18][CH:19]=[CH:20][CH:21]=2)=[O:10])=[CH:5][NH:4]1. The yield is 0.930. (8) The reactants are [CH3:1][C:2]1[O:6][N:5]=[C:4]([C:7]2[CH:12]=[CH:11][CH:10]=[CH:9][CH:8]=2)[C:3]=1[C:13]1[N:14]=[C:15]2[CH:20]=[CH:19][C:18]([NH2:21])=[CH:17][N:16]2[CH:22]=1.[CH:23]1([CH2:26][C:27](O)=[O:28])[CH2:25][CH2:24]1.C(N(CC)C(C)C)(C)C.[Cl-].[Na+].O.O. The catalyst is CN(C=O)C. The product is [CH:23]1([CH2:26][C:27]([NH:21][C:18]2[CH:19]=[CH:20][C:15]3[N:16]([CH:22]=[C:13]([C:3]4[C:4]([C:7]5[CH:8]=[CH:9][CH:10]=[CH:11][CH:12]=5)=[N:5][O:6][C:2]=4[CH3:1])[N:14]=3)[CH:17]=2)=[O:28])[CH2:25][CH2:24]1. The yield is 0.590. (9) The reactants are [Si:1]([O:8]S(C(F)(F)F)(=O)=O)([C:4]([CH3:7])([CH3:6])[CH3:5])([CH3:3])[CH3:2].O[C@@H:17]1[N:23]([C:24]([O:26][CH2:27][C:28]2[CH:33]=[CH:32][C:31]([NH:34][NH:35][CH:36]([CH3:52])[C:37]([NH:39][CH:40]([CH:49]([CH3:51])[CH3:50])[C:41](=[O:48])[C:42]([O:44][CH2:45][CH:46]=[CH2:47])=[O:43])=[O:38])=[CH:30][CH:29]=2)=[O:25])[C:22]2[CH:53]=[C:54]([O:59][Si:60]([CH:67]([CH3:69])[CH3:68])([CH:64]([CH3:66])[CH3:65])[CH:61]([CH3:63])[CH3:62])[C:55]([O:57][CH3:58])=[CH:56][C:21]=2[C:20](=[O:70])[N:19]2[CH:71]=[C:72]([CH3:74])[CH2:73][C@@H:18]12.N1C(C)=CC=CC=1C. The catalyst is ClCCl. The product is [Si:1]([O:8][C@@H:17]1[N:23]([C:24]([O:26][CH2:27][C:28]2[CH:29]=[CH:30][C:31]([NH:34][NH:35][CH:36]([CH3:52])[C:37]([NH:39][CH:40]([CH:49]([CH3:51])[CH3:50])[C:41](=[O:48])[C:42]([O:44][CH2:45][CH:46]=[CH2:47])=[O:43])=[O:38])=[CH:32][CH:33]=2)=[O:25])[C:22]2[CH:53]=[C:54]([O:59][Si:60]([CH:64]([CH3:66])[CH3:65])([CH:67]([CH3:68])[CH3:69])[CH:61]([CH3:62])[CH3:63])[C:55]([O:57][CH3:58])=[CH:56][C:21]=2[C:20](=[O:70])[N:19]2[CH:71]=[C:72]([CH3:74])[CH2:73][C@@H:18]12)([C:4]([CH3:7])([CH3:6])[CH3:5])([CH3:3])[CH3:2]. The yield is 0.650.